This data is from Full USPTO retrosynthesis dataset with 1.9M reactions from patents (1976-2016). The task is: Predict the reactants needed to synthesize the given product. (1) The reactants are: [CH3:1][C:2]1([CH3:35])[CH2:10][C@H:9]([NH:11][C:12]2[C:17]([F:18])=[CH:16][N:15]=[C:14]([NH:19][C:20]3[C:21]([F:34])=[CH:22][C:23](Br)=[C:24]([N:26]4[C:30](=[O:31])[N:29]([CH3:32])[N:28]=[N:27]4)[CH:25]=3)[N:13]=2)[CH2:8][C@H:7]2[N:3]1[CH2:4][CH2:5][CH2:6]2.[Cu][C:37]#[N:38].[Cu](C#N)C#N.C(OCC)(=O)C. Given the product [CH3:1][C:2]1([CH3:35])[CH2:10][C@H:9]([NH:11][C:12]2[C:17]([F:18])=[CH:16][N:15]=[C:14]([NH:19][C:20]3[C:21]([F:34])=[CH:22][C:23]([C:37]#[N:38])=[C:24]([N:26]4[C:30](=[O:31])[N:29]([CH3:32])[N:28]=[N:27]4)[CH:25]=3)[N:13]=2)[CH2:8][C@H:7]2[N:3]1[CH2:4][CH2:5][CH2:6]2, predict the reactants needed to synthesize it. (2) Given the product [Cl:1][C:2]1[C:3]2[C:10]3[CH2:11][CH2:12][CH:13]([C:15]([N:22]4[CH2:23][CH2:24][N:19]([CH3:18])[CH2:20][CH2:21]4)=[O:17])[CH2:14][C:9]=3[S:8][C:4]=2[N:5]=[CH:6][N:7]=1, predict the reactants needed to synthesize it. The reactants are: [Cl:1][C:2]1[C:3]2[C:10]3[CH2:11][CH2:12][CH:13]([C:15]([OH:17])=O)[CH2:14][C:9]=3[S:8][C:4]=2[N:5]=[CH:6][N:7]=1.[CH3:18][N:19]1[CH2:24][CH2:23][NH:22][CH2:21][CH2:20]1. (3) Given the product [CH2:1]([C:3]1([C@@H:7]([OH:11])[CH2:8][CH2:9][S:36][C:35]2[N:31]([C:25]3[CH:30]=[CH:29][CH:28]=[CH:27][CH:26]=3)[N:32]=[N:33][N:34]=2)[CH2:6][CH2:5][CH2:4]1)[CH3:2], predict the reactants needed to synthesize it. The reactants are: [CH2:1]([C:3]1([C@@H:7]([OH:11])[CH2:8][CH2:9]O)[CH2:6][CH2:5][CH2:4]1)[CH3:2].[OH-].[Na+].S(Cl)(C1C=CC(C)=CC=1)(=O)=O.[C:25]1([N:31]2[C:35]([SH:36])=[N:34][N:33]=[N:32]2)[CH:30]=[CH:29][CH:28]=[CH:27][CH:26]=1. (4) Given the product [CH2:56]([N:8]1[CH2:12][C@@H:11]([C:13]2[CH:18]=[CH:17][CH:16]=[C:15]([O:19][CH3:20])[CH:14]=2)[C@H:10](/[CH:21]=[CH:30]/[C:28]([O:23][C:24]([CH3:27])([CH3:26])[CH3:25])=[O:29])[CH2:9]1)[C:50]1[CH:55]=[CH:54][CH:53]=[CH:52][CH:51]=1, predict the reactants needed to synthesize it. The reactants are: C([N:8]1[CH2:12][C@@H:11]([C:13]2[CH:18]=[CH:17][CH:16]=[C:15]([O:19][CH3:20])[CH:14]=2)[C@H:10]([CH:21]=O)[CH2:9]1)C1C=CC=CC=1.[O:23]([C:28]([CH:30]=P(C1C=CC=CC=1)(C1C=CC=CC=1)C1C=CC=CC=1)=[O:29])[C:24]([CH3:27])([CH3:26])[CH3:25].[C:50]1([CH3:56])[CH:55]=[CH:54][CH:53]=[CH:52][CH:51]=1. (5) Given the product [CH:1]1([N:7]([CH:11]2[CH2:16][CH2:15][CH2:14][CH2:13][CH2:12]2)[C:8]([NH:26][C:24]([NH:23][CH2:22][C:21]2[CH:27]=[CH:28][C:18]([F:17])=[CH:19][CH:20]=2)=[O:25])=[O:9])[CH2:6][CH2:5][CH2:4][CH2:3][CH2:2]1, predict the reactants needed to synthesize it. The reactants are: [CH:1]1([N:7]([CH:11]2[CH2:16][CH2:15][CH2:14][CH2:13][CH2:12]2)[C:8](Cl)=[O:9])[CH2:6][CH2:5][CH2:4][CH2:3][CH2:2]1.[F:17][C:18]1[CH:28]=[CH:27][C:21]([CH2:22][NH:23][C:24]([NH2:26])=[O:25])=[CH:20][CH:19]=1. (6) The reactants are: [Cl:1][C:2]1[CH:18]=[CH:17][C:16]([C:19]([F:22])([F:21])[F:20])=[CH:15][C:3]=1[C:4]([NH:6][C@H:7]1[CH2:12][CH2:11][C@@H:10]([CH2:13][OH:14])[CH2:9][CH2:8]1)=[O:5].CCN(C(C)C)C(C)C.C1C=CN=CC=1.O=S(=O)=O. Given the product [Cl:1][C:2]1[CH:18]=[CH:17][C:16]([C:19]([F:20])([F:21])[F:22])=[CH:15][C:3]=1[C:4]([NH:6][C@H:7]1[CH2:12][CH2:11][C@@H:10]([CH:13]=[O:14])[CH2:9][CH2:8]1)=[O:5], predict the reactants needed to synthesize it. (7) Given the product [CH2:18]([N:16]1[CH2:15][CH2:14][NH:13][C@H:12]([CH2:11][N:7]([CH:8]([CH3:10])[CH3:9])[C:5](=[O:6])[CH2:4][CH2:3][C:2]([NH2:1])=[O:32])[CH2:17]1)[C:19]1[CH:24]=[CH:23][CH:22]=[CH:21][CH:20]=1, predict the reactants needed to synthesize it. The reactants are: [NH2:1][C:2](=[O:32])[CH2:3][CH2:4][C:5]([N:7]([CH2:11][C@@H:12]1[CH2:17][N:16]([CH2:18][C:19]2[CH:24]=[CH:23][CH:22]=[CH:21][CH:20]=2)[CH2:15][CH2:14][N:13]1C(OC(C)(C)C)=O)[CH:8]([CH3:10])[CH3:9])=[O:6].C(O)(C(F)(F)F)=O.C(=O)(O)[O-].[Na+].[OH-].[Na+].[Cl-].[Na+].